Dataset: Reaction yield outcomes from USPTO patents with 853,638 reactions. Task: Predict the reaction yield, written as a fraction of the theoretical maximum amount of product (1.0 means a 100% yield; for example, 0.34 means a 34% yield). (1) The reactants are Br[C:2]1[N:3]=[CH:4][C:5]([NH:8][C:9](=[O:28])[C@@H:10]([C:17]2[CH:22]=[CH:21][C:20]([S:23]([CH3:26])(=[O:25])=[O:24])=[C:19]([Cl:27])[CH:18]=2)[CH2:11][CH:12]2[CH2:16][CH2:15][CH2:14][CH2:13]2)=[N:6][CH:7]=1.[SH:29][CH:30](O)C.CN(C)[CH:35]=[O:36]. The catalyst is O.C1C=CC([P]([Pd]([P](C2C=CC=CC=2)(C2C=CC=CC=2)C2C=CC=CC=2)([P](C2C=CC=CC=2)(C2C=CC=CC=2)C2C=CC=CC=2)[P](C2C=CC=CC=2)(C2C=CC=CC=2)C2C=CC=CC=2)(C2C=CC=CC=2)C2C=CC=CC=2)=CC=1. The product is [Cl:27][C:19]1[CH:18]=[C:17]([C@@H:10]([CH2:11][CH:12]2[CH2:16][CH2:15][CH2:14][CH2:13]2)[C:9]([NH:8][C:5]2[CH:4]=[N:3][C:2]([S:29][CH2:30][CH2:35][OH:36])=[CH:7][N:6]=2)=[O:28])[CH:22]=[CH:21][C:20]=1[S:23]([CH3:26])(=[O:25])=[O:24]. The yield is 0.620. (2) The reactants are C(NC(C)C)(C)C.CN(P(N(C)C)(N(C)C)=O)C.[CH2:19]([Li])[CH2:20][CH2:21][CH3:22].[F:24][CH:25]([P:27](=[O:34])([O:31][CH2:32][CH3:33])[O:28][CH2:29][CH3:30])[F:26].[O-:35]S(C(F)(F)F)(=O)=O.[NH4+].[Cl-].C1[CH2:49][O:48][CH2:47]C1. The catalyst is CCOCC. The product is [CH2:32]([O:31][P:27]([C:25]([F:26])([F:24])[CH2:22][C@H:21]1[O:35][CH:47]([O:48][CH3:49])[CH2:19][CH2:20]1)([O:28][CH2:29][CH3:30])=[O:34])[CH3:33]. The yield is 0.310. (3) The reactants are [NH2:1][CH2:2][C:3]1[C:7]([CH2:8][N:9](C(OC(C)(C)C)=O)C(OC(C)(C)C)=O)=[N:6][N:5]([CH2:24][C@@H:25]2[C@H:28]([NH:29][C:30](=[O:66])/[C:31](=[N:45]\[O:46][C:47]3([C:50]([O:52]C(C4C=CC=CC=4)C4C=CC=CC=4)=[O:51])[CH2:49][CH2:48]3)/[C:32]3[N:33]=[C:34]([NH:37]C(OC(C)(C)C)=O)[S:35][CH:36]=3)[C:27](=[O:67])[N:26]2[S:68]([OH:71])(=[O:70])=[O:69])[N:4]=1.C(O)(C(F)(F)F)=O. The catalyst is C(Cl)Cl. The product is [NH2:37][C:34]1[S:35][CH:36]=[C:32](/[C:31](=[N:45]/[O:46][C:47]2([C:50]([OH:52])=[O:51])[CH2:49][CH2:48]2)/[C:30]([NH:29][C@@H:28]2[C:27](=[O:67])[N:26]([S:68]([OH:71])(=[O:69])=[O:70])[C@@H:25]2[CH2:24][N:5]2[N:6]=[C:7]([CH2:8][NH2:9])[C:3]([CH2:2][NH2:1])=[N:4]2)=[O:66])[N:33]=1. The yield is 0.190. (4) The reactants are [CH2:1]([O:8][C:9]([NH:11][C:12]1[C:13]([C:23](O)=[O:24])=[N:14][C:15]2[C:20]([CH:21]=1)=[CH:19][CH:18]=[C:17]([Br:22])[CH:16]=2)=[O:10])[C:2]1[CH:7]=[CH:6][CH:5]=[CH:4][CH:3]=1.[NH2:26][C:27]1[CH:28]=[N:29][CH:30]=[CH:31][C:32]=1[N:33]1[CH2:38][C@H:37]([C:39]([F:42])([F:41])[F:40])[CH2:36][C@H:35]([NH:43][C:44](=[O:50])[O:45][C:46]([CH3:49])([CH3:48])[CH3:47])[CH2:34]1.CN(C(ON1N=NC2C=CC=NC1=2)=[N+](C)C)C.F[P-](F)(F)(F)(F)F.CCN(C(C)C)C(C)C. The catalyst is CN(C=O)C. The product is [Br:22][C:17]1[CH:16]=[C:15]2[C:20]([CH:21]=[C:12]([NH:11][C:9](=[O:10])[O:8][CH2:1][C:2]3[CH:3]=[CH:4][CH:5]=[CH:6][CH:7]=3)[C:13]([C:23]([NH:26][C:27]3[CH:28]=[N:29][CH:30]=[CH:31][C:32]=3[N:33]3[CH2:38][C@H:37]([C:39]([F:41])([F:40])[F:42])[CH2:36][C@H:35]([NH:43][C:44]([O:45][C:46]([CH3:47])([CH3:49])[CH3:48])=[O:50])[CH2:34]3)=[O:24])=[N:14]2)=[CH:19][CH:18]=1. The yield is 0.530. (5) The reactants are C(O[C:6](=[O:25])[NH:7][CH2:8][C:9]1[CH:14]=[CH:13][C:12]([C:15]2[C:16]3[CH:23]=[CH:22][NH:21][C:17]=3[N:18]=[CH:19][N:20]=2)=[CH:11][C:10]=1[F:24])(C)(C)C.[C:26]([C:30]1[CH:38]=[CH:37][C:33](C(O)=O)=[CH:32][CH:31]=1)([CH3:29])([CH3:28])[CH3:27].CCN(C(C)C)C(C)C.CN(C(ON1N=NC2C=CC=NC1=2)=[N+](C)C)C.F[P-](F)(F)(F)(F)F. The catalyst is C(Cl)Cl.C(O)(C(F)(F)F)=O.CCOC(C)=O.O. The product is [C:26]([C:30]1[CH:38]=[CH:37][C:33]([C:6]([NH:7][CH2:8][C:9]2[CH:14]=[CH:13][C:12]([C:15]3[C:16]4[CH:23]=[CH:22][NH:21][C:17]=4[N:18]=[CH:19][N:20]=3)=[CH:11][C:10]=2[F:24])=[O:25])=[CH:32][CH:31]=1)([CH3:29])([CH3:28])[CH3:27]. The yield is 0.590. (6) The reactants are [C:1]([NH:8][C@@H:9]([C:11]([OH:13])=O)[CH3:10])([O:3][C:4]([CH3:7])([CH3:6])[CH3:5])=[O:2].Cl.[CH3:15][O:16][C:17](=[O:22])[CH:18]([CH2:20][OH:21])[NH2:19].C(N(CC)C(C)C)(C)C.CN(C(ON1N=NC2C=CC=NC1=2)=[N+](C)C)C.F[P-](F)(F)(F)(F)F. The catalyst is CN(C=O)C. The product is [CH3:15][O:16][C:17](=[O:22])[CH:18]([NH:19][C:11](=[O:13])[C@H:9]([NH:8][C:1]([O:3][C:4]([CH3:5])([CH3:6])[CH3:7])=[O:2])[CH3:10])[CH2:20][OH:21]. The yield is 0.410. (7) The reactants are Br[C:2]1[CH:3]=[C:4]([C:8]([C:10]2[C:14]3[CH:15]=[N:16][CH:17]=[CH:18][C:13]=3[N:12]([CH:19]([CH3:21])[CH3:20])[CH:11]=2)=[O:9])[CH:5]=[N:6][CH:7]=1.[NH3:22]. No catalyst specified. The product is [NH2:22][C:2]1[CH:3]=[C:4]([C:8]([C:10]2[C:14]3[CH:15]=[N:16][CH:17]=[CH:18][C:13]=3[N:12]([CH:19]([CH3:21])[CH3:20])[CH:11]=2)=[O:9])[CH:5]=[N:6][CH:7]=1. The yield is 0.600. (8) The reactants are [C:1]12([C:12]([O:14]C)=[O:13])[CH2:7][C:4]([C:8]([O:10][CH3:11])=[O:9])([CH2:5][CH2:6]1)[CH2:3][CH2:2]2.C1COCC1.[OH-].[Na+]. The catalyst is CO. The product is [CH3:11][O:10][C:8]([C:4]12[CH2:7][C:1]([C:12]([OH:14])=[O:13])([CH2:6][CH2:5]1)[CH2:2][CH2:3]2)=[O:9]. The yield is 0.870. (9) The reactants are C(NC(C)C)(C)C.[Li]CCCC.[C:13]([O:18][CH3:19])(=[O:17])[CH:14]([CH3:16])[CH3:15].Br[C:21]1[CH:26]=[CH:25][C:24]([Br:27])=[CH:23][N:22]=1. The catalyst is O1CCCC1. The product is [Br:27][C:24]1[CH:25]=[CH:26][C:21]([C:14]([CH3:16])([CH3:15])[C:13]([O:18][CH3:19])=[O:17])=[N:22][CH:23]=1. The yield is 0.860.